This data is from Full USPTO retrosynthesis dataset with 1.9M reactions from patents (1976-2016). The task is: Predict the reactants needed to synthesize the given product. Given the product [CH3:16][O:17][C:18]1[CH:26]=[CH:25][CH:24]=[CH:23][C:19]=1[CH2:20][N:21]([CH3:22])[C:13](=[O:15])[CH2:12][CH2:11][CH2:10][S:9][C:6]1[CH:5]=[CH:4][C:3]([O:2][CH3:1])=[CH:8][CH:7]=1, predict the reactants needed to synthesize it. The reactants are: [CH3:1][O:2][C:3]1[CH:8]=[CH:7][C:6]([S:9][CH2:10][CH2:11][CH2:12][C:13]([OH:15])=O)=[CH:5][CH:4]=1.[CH3:16][O:17][C:18]1[CH:26]=[CH:25][CH:24]=[CH:23][C:19]=1[CH2:20][NH:21][CH3:22].